From a dataset of Experimentally validated miRNA-target interactions with 360,000+ pairs, plus equal number of negative samples. Binary Classification. Given a miRNA mature sequence and a target amino acid sequence, predict their likelihood of interaction. The miRNA is hsa-miR-4640-5p with sequence UGGGCCAGGGAGCAGCUGGUGGG. The protein sequence of the target gene is MGAAGRQDFLFKAMLTISWLTLTCFPGATSTVAAGCPDQSPELQPWNPGHDQDHHVHIGQGKTLLLTSSATVYSIHISEGGKLVIKDHDEPIVLRTRHILIDNGGELHAGSALCPFQGNFTIILYGRADEGIQPDPYYGLKYIGVGKGGALELHGQKKLSWTFLNKTLHPGGMAEGGYFFERSWGHRGVIVHVIDPKSGTVIHSDRFDTYRSKKESERLVQYLNAVPDGRILSVAVNDEGSRNLDDMARKAMTKLGSKHFLHLGFRHPWSFLTVKGNPSSSVEDHIEYHGHRGSAAARVF.... Result: 0 (no interaction).